From a dataset of Forward reaction prediction with 1.9M reactions from USPTO patents (1976-2016). Predict the product of the given reaction. (1) The product is: [Cl:1][C:2]1[CH:7]=[CH:6][CH:5]=[C:4]([Cl:8])[C:3]=1[C:9]1[NH:13][C:12](=[O:14])[N:11]([C:15]2[CH:24]=[CH:23][C:18]([C:19]([NH:32][C:31]3[CH:33]=[CH:34][C:28]([F:27])=[C:29]([C:35]([F:38])([F:36])[F:37])[CH:30]=3)=[O:20])=[C:17]([O:25][CH3:26])[CH:16]=2)[N:10]=1. Given the reactants [Cl:1][C:2]1[CH:7]=[CH:6][CH:5]=[C:4]([Cl:8])[C:3]=1[C:9]1[NH:13][C:12](=[O:14])[N:11]([C:15]2[CH:24]=[CH:23][C:18]([C:19](OC)=[O:20])=[C:17]([O:25][CH3:26])[CH:16]=2)[N:10]=1.[F:27][C:28]1[CH:34]=[CH:33][C:31]([NH2:32])=[CH:30][C:29]=1[C:35]([F:38])([F:37])[F:36].C[Al](C)C, predict the reaction product. (2) Given the reactants [CH3:1][O:2][C:3](=[O:6])[CH2:4]Cl.[C:7]([OH:16])(=[O:15])[C:8]1[C:9](=[CH:11][CH:12]=[CH:13][CH:14]=1)[OH:10].C(N([CH2:22][CH3:23])CC)C.[C:24](=O)([O-])[O-:25].[K+].[K+].[I-].[Na+].P(O)([O-])([O-])=[O:33].[Na+].[Na+], predict the reaction product. The product is: [CH3:1][O:2][C:3]([CH2:4][O:15][C:7](=[O:16])[C:8]1[CH:14]=[CH:13][CH:12]=[CH:11][C:9]=1[O:10][CH2:23][C:22]([O:25][CH3:24])=[O:33])=[O:6]. (3) Given the reactants I[C:2]1[CH:7]=[CH:6][C:5]([O:8][CH2:9][CH2:10][CH2:11][N:12]2[CH2:17][CH2:16][CH2:15][CH2:14][CH2:13]2)=[CH:4][CH:3]=1.[CH3:18][C@@H:19]1[CH2:24][NH:23][CH2:22][C@H:21]([CH3:25])[NH:20]1, predict the reaction product. The product is: [CH3:18][C@H:19]1[NH:20][C@@H:21]([CH3:25])[CH2:22][N:23]([C:2]2[CH:7]=[CH:6][C:5]([O:8][CH2:9][CH2:10][CH2:11][N:12]3[CH2:17][CH2:16][CH2:15][CH2:14][CH2:13]3)=[CH:4][CH:3]=2)[CH2:24]1. (4) Given the reactants C(=O)([O-])N.[F:5][C:6]1[CH:36]=[CH:35][C:9]([C:10]([NH:12][C@@H:13]2[C:19]3[CH:20]=[C:21]([N:24]4[CH2:29][CH2:28][N:27]([CH:30]5[CH2:33][O:32][CH2:31]5)[CH2:26][CH2:25]4)[CH:22]=[CH:23][C:18]=3[CH2:17][CH2:16][CH2:15][C@H:14]2[OH:34])=[O:11])=[CH:8][CH:7]=1.[CH3:37][NH:38][C:39](=O)[O-:40], predict the reaction product. The product is: [F:5][C:6]1[CH:7]=[CH:8][C:9]([C:10]([NH:12][C@H:13]2[C:19]3[CH:20]=[C:21]([N:24]4[CH2:29][CH2:28][N:27]([CH:30]5[CH2:33][O:32][CH2:31]5)[CH2:26][CH2:25]4)[CH:22]=[CH:23][C:18]=3[CH2:17][CH2:16][CH2:15][C@@H:14]2[O:34][C:39](=[O:40])[NH:38][CH3:37])=[O:11])=[CH:35][CH:36]=1. (5) Given the reactants Br[C:2]1[CH:3]=[C:4]([CH:10]=[CH:11][CH:12]=1)[C:5]([O:7][CH2:8][CH3:9])=[O:6].[C:13]1([C:19]#[CH:20])[CH:18]=[CH:17][CH:16]=[CH:15][CH:14]=1, predict the reaction product. The product is: [C:13]1([C:19]#[C:20][C:2]2[CH:3]=[C:4]([CH:10]=[CH:11][CH:12]=2)[C:5]([O:7][CH2:8][CH3:9])=[O:6])[CH:18]=[CH:17][CH:16]=[CH:15][CH:14]=1. (6) Given the reactants [C:1]([O:5][C:6](=[O:25])[NH:7][CH:8]1[CH2:13][C@@H:12]([C:14]2[CH:19]=[C:18]([F:20])[CH:17]=[C:16]([F:21])[C:15]=2[F:22])[C@@H:11]([CH3:23])[NH:10][C:9]1=[O:24])([CH3:4])([CH3:3])[CH3:2].CN1C(=O)N(C)CCC1.C(O[Li])(C)(C)C.[C:41]([CH2:45]OS(C(F)(F)F)(=O)=O)([F:44])([F:43])[F:42], predict the reaction product. The product is: [C:1]([O:5][C:6](=[O:25])[NH:7][CH:8]1[CH2:13][C@@H:12]([C:14]2[CH:19]=[C:18]([F:20])[CH:17]=[C:16]([F:21])[C:15]=2[F:22])[C@@H:11]([CH3:23])[N:10]([CH2:45][C:41]([F:44])([F:43])[F:42])[C:9]1=[O:24])([CH3:2])([CH3:4])[CH3:3]. (7) Given the reactants O[CH:2]([C:11]1[CH:16]=[CH:15][CH:14]=[CH:13][CH:12]=1)[C:3]([C:5]1[CH:10]=[CH:9][CH:8]=[CH:7][CH:6]=1)=[O:4].C([N:19]([CH2:22][CH3:23])CC)C.[OH2:24].C1C[O:28][CH2:27][CH2:26]1, predict the reaction product. The product is: [C:11]1([C:2]2[N:19]=[C:22]([C:23]([O:28][CH2:27][CH3:26])=[O:24])[O:4][C:3]=2[C:5]2[CH:10]=[CH:9][CH:8]=[CH:7][CH:6]=2)[CH:16]=[CH:15][CH:14]=[CH:13][CH:12]=1.